Dataset: Full USPTO retrosynthesis dataset with 1.9M reactions from patents (1976-2016). Task: Predict the reactants needed to synthesize the given product. (1) Given the product [CH3:1][S:2]([O:5][C:6]1[CH:7]=[CH:8][C:9]([C:12]2([C:22]3[CH:27]=[CH:26][CH:25]=[C:24]([Br:28])[CH:23]=3)[C:16]3=[N:17][CH2:18][CH2:19][CH2:20][N:15]3[C:14]([NH2:30])=[N:13]2)=[CH:10][CH:11]=1)(=[O:4])=[O:3], predict the reactants needed to synthesize it. The reactants are: [CH3:1][S:2]([O:5][C:6]1[CH:11]=[CH:10][C:9]([C:12]2([C:22]3[CH:27]=[CH:26][CH:25]=[C:24]([Br:28])[CH:23]=3)[C:16]3=[N:17][CH2:18][CH2:19][CH2:20][N:15]3[C:14](=S)[NH:13]2)=[CH:8][CH:7]=1)(=[O:4])=[O:3].[OH-].[NH4+:30].C(OO)(C)(C)C. (2) The reactants are: C([CH:3]([N:7]1[C:11]([C:13]2[CH:18]=[C:17]([F:19])[CH:16]=[C:15]([F:20])[CH:14]=2)([CH3:12])[C:10](=[O:21])[N:9](CC2C=CC(OC)=CC=2)[C:8]1=[O:31])[C:4]([O-:6])=[O:5])C.[N+]([O-])([O-])=O.[Ce+4].[NH4+].[N+]([O-])([O-])=O.[N+]([O-])([O-])=O.[N+]([O-])([O-])=O.[N+]([O-])([O-])=O.[CH3:54][C:55]#N. Given the product [CH2:54]([O:6][C:4](=[O:5])[CH2:3][N:7]1[C:11]([C:13]2[CH:18]=[C:17]([F:19])[CH:16]=[C:15]([F:20])[CH:14]=2)([CH3:12])[C:10](=[O:21])[NH:9][C:8]1=[O:31])[CH3:55], predict the reactants needed to synthesize it. (3) Given the product [CH2:1]([O:8][C:9]1[CH:17]=[CH:16][C:15]2[N:14]3[CH2:18][CH2:19][C:20](=[O:21])[C:13]3=[CH:12][C:11]=2[CH:10]=1)[C:2]1[CH:3]=[CH:4][CH:5]=[CH:6][CH:7]=1, predict the reactants needed to synthesize it. The reactants are: [CH2:1]([O:8][C:9]1[CH:17]=[CH:16][C:15]2[N:14]3[CH2:18][C:19](C(OCC)=O)=[C:20]([O-:21])[C:13]3=[CH:12][C:11]=2[CH:10]=1)[C:2]1[CH:7]=[CH:6][CH:5]=[CH:4][CH:3]=1.[K+]. (4) Given the product [Cl:1][C:2]1[CH:3]=[CH:4][C:5]([C:8]([CH3:17])([CH:14]([CH3:15])[CH3:16])[CH2:9][C:10]([O:12][CH3:13])=[O:11])=[CH:6][C:7]=1[N+:24]([O-:25])=[O:23], predict the reactants needed to synthesize it. The reactants are: [Cl:1][C:2]1[CH:7]=[CH:6][C:5]([C:8]([CH3:17])([CH:14]([CH3:16])[CH3:15])[CH2:9][C:10]([O:12][CH3:13])=[O:11])=[CH:4][CH:3]=1.F[B-](F)(F)F.[O:23]=[N+:24]=[O:25].O. (5) Given the product [Cl:1][C:2]1[CH:3]=[C:4]([C:10]2([OH:16])[CH2:15][CH2:14][CH2:13][CH2:12][CH2:11]2)[CH:5]=[CH:6][CH:7]=1, predict the reactants needed to synthesize it. The reactants are: [Cl:1][C:2]1[CH:3]=[C:4]([Mg]Br)[CH:5]=[CH:6][CH:7]=1.[C:10]1(=[O:16])[CH2:15][CH2:14][CH2:13][CH2:12][CH2:11]1. (6) Given the product [NH2:5][C@H:6]([C:12]([OH:14])=[O:13])[CH2:7][CH2:8][C:9](=[O:11])[NH2:10].[NH2:16][C@H:2]([C:3]([NH:5][C@H:6]([C:12]([OH:14])=[O:13])[CH2:7][CH2:8][C:9](=[O:11])[NH2:10])=[O:4])[CH3:15], predict the reactants needed to synthesize it. The reactants are: Cl[CH:2]([CH3:15])[C:3]([NH:5][C@H:6]([C:12]([OH:14])=[O:13])[CH2:7][CH2:8][C:9](=[O:11])[NH2:10])=[O:4].[NH3:16]. (7) Given the product [NH:37]1[C:38]2[C:34](=[C:33]([C:2]3[N:3]=[C:4]([N:19]4[CH2:20][CH2:21][O:22][CH2:23][CH2:24]4)[C:5]4[S:10][C:9]([NH2:11])=[CH:8][C:6]=4[N:7]=3)[CH:41]=[CH:40][CH:39]=2)[CH:35]=[N:36]1, predict the reactants needed to synthesize it. The reactants are: Cl[C:2]1[N:3]=[C:4]([N:19]2[CH2:24][CH2:23][O:22][CH2:21][CH2:20]2)[C:5]2[S:10][C:9]([NH:11]C(=O)OC(C)(C)C)=[CH:8][C:6]=2[N:7]=1.CC1(C)C(C)(C)OB([C:33]2[CH:41]=[CH:40][CH:39]=[C:38]3[C:34]=2[CH:35]=[N:36][NH:37]3)O1.